Dataset: Full USPTO retrosynthesis dataset with 1.9M reactions from patents (1976-2016). Task: Predict the reactants needed to synthesize the given product. (1) Given the product [C:8]([P:12](=[O:17])([C:13]([CH3:16])([CH3:15])[CH3:14])[C:2]1[CH:7]=[CH:6][CH:5]=[CH:4][CH:3]=1)([CH3:11])([CH3:10])[CH3:9], predict the reactants needed to synthesize it. The reactants are: Br[C:2]1[CH:7]=[CH:6][CH:5]=[CH:4][CH:3]=1.[C:8]([PH:12](=[O:17])[C:13]([CH3:16])([CH3:15])[CH3:14])([CH3:11])([CH3:10])[CH3:9].C([O-])([O-])=O.[K+].[K+]. (2) Given the product [CH3:1][N:2]1[CH2:6][CH2:5][CH2:4][C@H:3]1[CH2:7][CH:8]1[CH2:16][C:15]2[C:18](=[CH:31][CH:13]=[CH:12][CH:11]=2)[N:19]1[CH:24]1[CH2:25][CH2:26][O:21][CH2:22][CH2:23]1, predict the reactants needed to synthesize it. The reactants are: [CH3:1][N:2]1[CH2:6][CH2:5][CH2:4][C@H:3]1[CH2:7][C:8]1[CH:16]=[C:15]2[C:11]([CH:12]=[CH:13]N2)=CC=1.[BH3-][C:18]#[N:19].[Na+].[O:21]1[CH2:26][CH2:25][C:24](=O)[CH2:23][CH2:22]1.[OH-].[K+].Cl[CH2:31]Cl. (3) The reactants are: [Br:1][C:2]1[N:6]2[N:7]=[C:8](Cl)[CH:9]=[CH:10][C:5]2=[N:4][CH:3]=1.[CH2:12](CN)[C:13]1[CH:18]=[CH:17][CH:16]=[CH:15][CH:14]=1.C([O-])(O)=O.[Na+].[CH3:26][N:27]1C(=O)CCC1. Given the product [CH2:12]([N:27]([CH3:26])[C:8]1[CH:9]=[CH:10][C:5]2[N:6]([C:2]([Br:1])=[CH:3][N:4]=2)[N:7]=1)[C:13]1[CH:14]=[CH:15][CH:16]=[CH:17][CH:18]=1, predict the reactants needed to synthesize it.